Dataset: Catalyst prediction with 721,799 reactions and 888 catalyst types from USPTO. Task: Predict which catalyst facilitates the given reaction. (1) The catalyst class is: 10. Reactant: [Cl:1][C:2]1[CH:22]=[CH:21][C:5]([CH2:6][N:7]2[CH:12]=[C:11]([C:13]3[CH:18]=[CH:17][C:16]([OH:19])=[CH:15][CH:14]=3)[CH:10]=[CH:9][C:8]2=[O:20])=[C:4]([F:23])[CH:3]=1.C([O-])([O-])=O.[K+].[K+].Br[CH2:31][C:32]#[N:33]. Product: [Cl:1][C:2]1[CH:22]=[CH:21][C:5]([CH2:6][N:7]2[C:8](=[O:20])[CH:9]=[CH:10][C:11]([C:13]3[CH:18]=[CH:17][C:16]([O:19][CH2:31][C:32]#[N:33])=[CH:15][CH:14]=3)=[CH:12]2)=[C:4]([F:23])[CH:3]=1. (2) Reactant: C([O:8][C:9]1[CH:10]=[CH:11][C:12]([CH2:15][NH:16][C:17]2[C:22]([Cl:23])=[C:21]([CH3:24])[N:20]=[C:19]([CH3:25])[N:18]=2)=[N:13][CH:14]=1)C1C=CC=CC=1.[BrH:26]. Product: [BrH:26].[Cl:23][C:22]1[C:17]([NH:16][CH2:15][C:12]2[N:13]=[CH:14][C:9]([OH:8])=[CH:10][CH:11]=2)=[N:18][C:19]([CH3:25])=[N:20][C:21]=1[CH3:24]. The catalyst class is: 15. (3) Reactant: C(OC([N:8]1[CH2:13][CH2:12][CH:11]([O:14][NH2:15])[CH2:10][CH2:9]1)=O)(C)(C)C.[ClH:16]. Product: [ClH:16].[ClH:16].[NH:8]1[CH2:13][CH2:12][CH:11]([O:14][NH2:15])[CH2:10][CH2:9]1. The catalyst class is: 25. (4) Product: [OH:1][C:2]1[CH:10]=[C:9]([OH:11])[C:8]([N+:12]([O-:14])=[O:13])=[CH:7][C:3]=1[C:4]([NH:15][OH:16])=[O:5]. The catalyst class is: 12. Reactant: [OH:1][C:2]1[CH:10]=[C:9]([OH:11])[C:8]([N+:12]([O-:14])=[O:13])=[CH:7][C:3]=1[C:4](Cl)=[O:5].[NH2:15][OH:16].O. (5) Product: [Na+:37].[C:1]([C:3]1[CH:4]=[C:5]([C:13]2[S:17][C:16]([C:18]3[C:19]([CH3:35])=[C:20]4[C:25](=[CH:26][CH:27]=3)[CH2:24][N:23]([CH2:28][CH2:29][C:30]([O-:32])=[O:31])[CH2:22][CH2:21]4)=[N:15][N:14]=2)[CH:6]=[CH:7][C:8]=1[O:9][CH:10]([CH3:12])[CH3:11])#[N:2]. Reactant: [C:1]([C:3]1[CH:4]=[C:5]([C:13]2[S:17][C:16]([C:18]3[C:19]([CH3:35])=[C:20]4[C:25](=[CH:26][CH:27]=3)[CH2:24][N:23]([CH2:28][CH2:29][C:30]([O:32]CC)=[O:31])[CH2:22][CH2:21]4)=[N:15][N:14]=2)[CH:6]=[CH:7][C:8]=1[O:9][CH:10]([CH3:12])[CH3:11])#[N:2].[OH-].[Na+:37]. The catalyst class is: 8. (6) Reactant: Br[C:2]1[CH:11]=[C:10]2[C:5]([CH:6]=[CH:7][C:8]([N:12]3[CH2:17][CH2:16][O:15][CH2:14][CH2:13]3)=[N:9]2)=[N:4][CH:3]=1.[NH2:18][C:19]1[O:20][C:21]2[CH:27]=[CH:26][C:25](B(O)O)=[CH:24][C:22]=2[N:23]=1.C([O-])([O-])=O.[Na+].[Na+]. Product: [O:15]1[CH2:16][CH2:17][N:12]([C:8]2[N:9]=[C:10]3[C:5](=[CH:6][CH:7]=2)[N:4]=[CH:3][C:2]([C:25]2[CH:26]=[CH:27][C:21]4[O:20][C:19]([NH2:18])=[N:23][C:22]=4[CH:24]=2)=[CH:11]3)[CH2:13][CH2:14]1. The catalyst class is: 70. (7) Reactant: C([N:8]1[CH2:13][CH:12]2[CH2:14][CH2:15][CH:9]1[C:10](=[O:33])[N:11]2[CH2:16][C:17]1[C:18]2[CH:26]=[C:25]([CH:27]3[CH2:32][CH2:31][CH2:30][CH2:29][CH2:28]3)[S:24][C:19]=2[N:20]=[C:21]([CH3:23])[N:22]=1)C1C=CC=CC=1.ClC(OC(Cl)C)=O. The catalyst class is: 26. Product: [CH:27]1([C:25]2[S:24][C:19]3[N:20]=[C:21]([CH3:23])[N:22]=[C:17]([CH2:16][N:11]4[C:10](=[O:33])[CH:9]5[CH2:15][CH2:14][CH:12]4[CH2:13][NH:8]5)[C:18]=3[CH:26]=2)[CH2:28][CH2:29][CH2:30][CH2:31][CH2:32]1. (8) Reactant: F[C:2]1[CH:3]=[C:4]([CH:15]=[CH:16][C:17]=1[N+:18]([O-:20])=[O:19])[C:5]([O:7][CH2:8][C:9]1[CH:14]=[CH:13][CH:12]=[CH:11][CH:10]=1)=[O:6].[NH2:21][C:22]([CH3:27])([CH3:26])[CH2:23][CH2:24][OH:25].C(=O)([O-])[O-].[K+].[K+]. Product: [OH:25][CH2:24][CH2:23][C:22]([NH:21][C:2]1[CH:3]=[C:4]([CH:15]=[CH:16][C:17]=1[N+:18]([O-:20])=[O:19])[C:5]([O:7][CH2:8][C:9]1[CH:14]=[CH:13][CH:12]=[CH:11][CH:10]=1)=[O:6])([CH3:27])[CH3:26]. The catalyst class is: 10. (9) Reactant: COC1C=C(OC)C=CC=1C[NH:6][S:7]([CH2:10][C:11]1[CH:16]=[CH:15][C:14]([CH2:17][CH2:18][N:19]2[CH2:24][CH2:23][O:22][CH2:21][CH2:20]2)=[CH:13][CH:12]=1)(=[O:9])=[O:8].C([Li])CCC.[CH3:36][C:37]([CH3:39])=[O:38].FC(F)(F)C(O)=O. Product: [OH:38][C:37]([CH3:39])([CH3:36])[CH:10]([C:11]1[CH:12]=[CH:13][C:14]([CH2:17][CH2:18][N:19]2[CH2:20][CH2:21][O:22][CH2:23][CH2:24]2)=[CH:15][CH:16]=1)[S:7]([NH2:6])(=[O:8])=[O:9]. The catalyst class is: 134.